This data is from Reaction yield outcomes from USPTO patents with 853,638 reactions. The task is: Predict the reaction yield, written as a fraction of the theoretical maximum amount of product (1.0 means a 100% yield; for example, 0.34 means a 34% yield). The yield is 0.270. The catalyst is C([O-])(=O)C.[Cu+2].C([O-])(=O)C.ClCCl. The reactants are [OH:1][C:2]1[CH:3]=[C:4]([CH:10]2[CH2:14][NH:13][C:12](=[O:15])[CH2:11]2)[CH:5]=[CH:6][C:7]=1[O:8][CH3:9].[Cl:16][C:17]1[CH:22]=[CH:21][C:20](B(O)O)=[CH:19][CH:18]=1.C(N(CC)CC)C. The product is [Cl:16][C:17]1[CH:22]=[CH:21][C:20]([O:1][C:2]2[CH:3]=[C:4]([CH:10]3[CH2:14][NH:13][C:12](=[O:15])[CH2:11]3)[CH:5]=[CH:6][C:7]=2[O:8][CH3:9])=[CH:19][CH:18]=1.